This data is from Forward reaction prediction with 1.9M reactions from USPTO patents (1976-2016). The task is: Predict the product of the given reaction. (1) Given the reactants [NH:1]1[C:9]2[C:4](=[CH:5][CH:6]=[CH:7][CH:8]=2)[C:3]([CH:10]=[O:11])=[CH:2]1.[Cl:12][C:13]1[CH:18]=[CH:17][C:16]([S:19](Cl)(=[O:21])=[O:20])=[CH:15][CH:14]=1.C(N(C(C)C)CC)(C)C.C(=O)([O-])O.[Na+], predict the reaction product. The product is: [Cl:12][C:13]1[CH:18]=[CH:17][C:16]([S:19]([N:1]2[C:9]3[C:4](=[CH:5][CH:6]=[CH:7][CH:8]=3)[C:3]([CH:10]=[O:11])=[CH:2]2)(=[O:21])=[O:20])=[CH:15][CH:14]=1. (2) Given the reactants Br[C:2]1[CH:18]=[CH:17][C:5]([O:6][C@H:7]2[CH2:10][C@H:9]([N:11]3[CH2:16][CH2:15][CH2:14][CH2:13][CH2:12]3)[CH2:8]2)=[C:4]([O:19][CH3:20])[CH:3]=1.C([Li])CCC.Cl[C:27]([O:29]CC)=[O:28].C(=O)([O-])[O-].[K+].[K+].[OH-].[Na+], predict the reaction product. The product is: [CH3:20][O:19][C:4]1[CH:3]=[C:2]([CH:18]=[CH:17][C:5]=1[O:6][C@H:7]1[CH2:10][C@H:9]([N:11]2[CH2:16][CH2:15][CH2:14][CH2:13][CH2:12]2)[CH2:8]1)[C:27]([OH:29])=[O:28].